From a dataset of Full USPTO retrosynthesis dataset with 1.9M reactions from patents (1976-2016). Predict the reactants needed to synthesize the given product. (1) Given the product [C:1]([O:5][C:6]([N:8]1[CH2:13][CH:12]2[C:10]([C:14]3[CH:19]=[CH:18][C:17]([N:36]4[CH2:37][CH2:38][N:33]([C:27]5[CH:32]=[CH:31][CH:30]=[CH:29][CH:28]=5)[CH2:34][CH2:35]4)=[CH:16][CH:15]=3)([CH2:11]2)[CH2:9]1)=[O:7])([CH3:4])([CH3:3])[CH3:2], predict the reactants needed to synthesize it. The reactants are: [C:1]([O:5][C:6]([N:8]1[CH2:13][CH:12]2[C:10]([C:14]3[CH:19]=[CH:18][C:17](Br)=[CH:16][CH:15]=3)([CH2:11]2)[CH2:9]1)=[O:7])([CH3:4])([CH3:3])[CH3:2].CC(C)([O-])C.[Na+].[C:27]1([N:33]2[CH2:38][CH2:37][NH:36][CH2:35][CH2:34]2)[CH:32]=[CH:31][CH:30]=[CH:29][CH:28]=1. (2) Given the product [F:34][C:31]1[CH:30]=[C:29]([C:35]#[N:36])[C:28]([C:26]2[CH:27]=[CH:22][CH:23]=[CH:24][C:25]=2[F:37])=[CH:33][C:32]=1[C:2]1[N:6]2[CH:7]=[CH:8][C:9]([C:11]([OH:14])([CH3:13])[CH3:12])=[N:10][C:5]2=[N:4][CH:3]=1, predict the reactants needed to synthesize it. The reactants are: Br[C:2]1[N:6]2[CH:7]=[CH:8][C:9]([C:11]([OH:14])([CH3:13])[CH3:12])=[N:10][C:5]2=[N:4][CH:3]=1.CC1(C)COB([C:22]2[CH:23]=[CH:24][C:25]([F:37])=[C:26]([C:28]3[C:29]([C:35]#[N:36])=[CH:30][C:31]([F:34])=[CH:32][CH:33]=3)[CH:27]=2)OC1. (3) Given the product [CH3:1][O:2][C@@H:3]([CH3:22])[CH2:4][O:5][C:6]1[CH:7]=[CH:8][C:9]([CH:12]([NH2:14])[CH3:13])=[CH:10][CH:11]=1, predict the reactants needed to synthesize it. The reactants are: [CH3:1][O:2][C@@H:3]([CH3:22])[CH2:4][O:5][C:6]1[CH:11]=[CH:10][C:9]([CH:12]([NH:14]C(=O)OC(C)(C)C)[CH3:13])=[CH:8][CH:7]=1.FC(F)(F)C(O)=O. (4) Given the product [F:12][C:13]1[CH:21]=[CH:20][C:19]([CH:22]=[O:23])=[CH:18][C:14]=1[C:15]([N:1]1[CH2:5][CH2:4][C@@H:3]([NH:6][C:7]2[S:8][CH:9]=[CH:10][N:11]=2)[CH2:2]1)=[O:16], predict the reactants needed to synthesize it. The reactants are: [NH:1]1[CH2:5][CH2:4][C@@H:3]([NH:6][C:7]2[S:8][CH:9]=[CH:10][N:11]=2)[CH2:2]1.[F:12][C:13]1[CH:21]=[CH:20][C:19]([CH:22]=[O:23])=[CH:18][C:14]=1[C:15](O)=[O:16].F[P-](F)(F)(F)(F)F.N1(OC(N(C)C)=[N+](C)C)C2C=CC=CC=2N=N1.C(N(CC)C(C)C)(C)C. (5) Given the product [Si:1]([O:18][CH2:19][CH2:20][C@H:21]1[C:26]2[CH:27]=[CH:28][C:29]([CH:39]=[O:40])=[CH:30][C:25]=2[CH2:24][CH2:23][O:22]1)([C:14]([CH3:17])([CH3:16])[CH3:15])([C:8]1[CH:13]=[CH:12][CH:11]=[CH:10][CH:9]=1)[C:2]1[CH:7]=[CH:6][CH:5]=[CH:4][CH:3]=1, predict the reactants needed to synthesize it. The reactants are: [Si:1]([O:18][CH2:19][CH2:20][C@H:21]1[C:26]2[CH:27]=[CH:28][C:29](Br)=[CH:30][C:25]=2[CH2:24][CH2:23][O:22]1)([C:14]([CH3:17])([CH3:16])[CH3:15])([C:8]1[CH:13]=[CH:12][CH:11]=[CH:10][CH:9]=1)[C:2]1[CH:7]=[CH:6][CH:5]=[CH:4][CH:3]=1.C([Li])CCC.CN(C)[CH:39]=[O:40].